From a dataset of Forward reaction prediction with 1.9M reactions from USPTO patents (1976-2016). Predict the product of the given reaction. (1) Given the reactants [CH2:1]([O:8][CH2:9][CH2:10][CH2:11][C@H:12]([C:21]1[C:25]([CH:26]2COB(C3C=CC=CC=3)[O:27]2)=[C:24]([C:37]2[CH:41]=[C:40]([C:42](=[O:47])[C:43]([CH3:46])([CH3:45])[CH3:44])[O:39][N:38]=2)[O:23][N:22]=1)[CH2:13][C:14]([O:16][C:17]([CH3:20])([CH3:19])[CH3:18])=[O:15])[C:2]1[CH:7]=[CH:6][CH:5]=[CH:4][CH:3]=1.C1COCC1.I([O-])(=O)(=O)=O.[Na+], predict the reaction product. The product is: [CH2:1]([O:8][CH2:9][CH2:10][CH2:11][C@H:12]([C:21]1[C:25]([CH:26]=[O:27])=[C:24]([C:37]2[CH:41]=[C:40]([C:42](=[O:47])[C:43]([CH3:46])([CH3:45])[CH3:44])[O:39][N:38]=2)[O:23][N:22]=1)[CH2:13][C:14]([O:16][C:17]([CH3:20])([CH3:19])[CH3:18])=[O:15])[C:2]1[CH:3]=[CH:4][CH:5]=[CH:6][CH:7]=1. (2) The product is: [CH2:16]([N:20]([CH2:21][CH2:22][CH2:23][CH3:24])[C:2]1[CH:3]=[CH:4][C:5]([O:14][CH3:15])=[C:6]([CH:7]=1)[CH:8]=[O:13])[CH2:17][CH2:18][CH3:19]. Given the reactants Br[C:2]1[CH:3]=[CH:4][C:5]([O:14][CH3:15])=[C:6]([CH:8]2[O:13]CCCO2)[CH:7]=1.[CH2:16]([NH:20][CH2:21][CH2:22][CH2:23][CH3:24])[CH2:17][CH2:18][CH3:19].CC1C=CC=CC=1P(C1C=CC=CC=1C)C1C=CC=CC=1C.Cl.[OH-].[Na+], predict the reaction product. (3) The product is: [CH:1]1([C:4]2[CH:5]=[CH:6][C:7]([NH:14][C:15]3[CH:31]=[CH:30][C:18]4[N:19]([C:24]5[CH:29]=[CH:28][CH:27]=[CH:26][CH:25]=5)[C:20](=[O:23])[N:21]([CH3:22])[C:17]=4[CH:16]=3)=[C:8]([CH:13]=2)[C:9]([OH:11])=[O:10])[CH2:3][CH2:2]1. Given the reactants [CH:1]1([C:4]2[CH:5]=[CH:6][C:7]([NH:14][C:15]3[CH:31]=[CH:30][C:18]4[N:19]([C:24]5[CH:29]=[CH:28][CH:27]=[CH:26][CH:25]=5)[C:20](=[O:23])[N:21]([CH3:22])[C:17]=4[CH:16]=3)=[C:8]([CH:13]=2)[C:9]([O:11]C)=[O:10])[CH2:3][CH2:2]1.[OH-].[Na+].O.Cl, predict the reaction product. (4) Given the reactants [N:1]1[CH:6]=[CH:5][CH:4]=[C:3]([CH:7]=[CH:8][C:9]([O:11][CH2:12][CH3:13])=[O:10])[CH:2]=1.[Br:14][C:15]1[CH:20]=[CH:19][C:18]([CH2:21][C:22]#[N:23])=[C:17]([CH3:24])[CH:16]=1, predict the reaction product. The product is: [Br:14][C:15]1[CH:20]=[CH:19][C:18]([CH:21]([C:22]#[N:23])[CH:7]([C:3]2[CH:2]=[N:1][CH:6]=[CH:5][CH:4]=2)[CH2:8][C:9]([O:11][CH2:12][CH3:13])=[O:10])=[C:17]([CH3:24])[CH:16]=1.